Dataset: Reaction yield outcomes from USPTO patents with 853,638 reactions. Task: Predict the reaction yield, written as a fraction of the theoretical maximum amount of product (1.0 means a 100% yield; for example, 0.34 means a 34% yield). (1) The reactants are [O:1]=[C:2]1[C:7]([CH2:8][C:9]2[CH:14]=[CH:13][C:12]([C:15]3[C:16]([C:21]#[N:22])=[CH:17][CH:18]=[CH:19][CH:20]=3)=[CH:11][CH:10]=2)=[C:6]([CH2:23][CH2:24][CH3:25])[N:5]2[N:26]=[CH:27][N:28]=[C:4]2[N:3]1[CH:29]1[CH2:34][CH2:33][C:32](=[O:35])[CH2:31][CH2:30]1.[CH2:36]=[C:37]([CH2:40]O)[CH2:38][OH:39].CC1C=CC(S(O)(=O)=O)=CC=1. The catalyst is C1(C)C=CC=CC=1. The product is [CH2:36]=[C:37]1[CH2:38][O:39][C:32]2([CH2:31][CH2:30][CH:29]([N:3]3[C:2](=[O:1])[C:7]([CH2:8][C:9]4[CH:10]=[CH:11][C:12]([C:15]5[C:16]([C:21]#[N:22])=[CH:17][CH:18]=[CH:19][CH:20]=5)=[CH:13][CH:14]=4)=[C:6]([CH2:23][CH2:24][CH3:25])[N:5]4[N:26]=[CH:27][N:28]=[C:4]34)[CH2:34][CH2:33]2)[O:35][CH2:40]1. The yield is 0.640. (2) The reactants are [C:1]([O:5][C:6]([N:8]1[C@@H:12]([C:13]#[C:14][CH:15]([C:17]2[CH:22]=[CH:21][C:20]([Cl:23])=[CH:19][CH:18]=2)[OH:16])[CH2:11][O:10][C:9]1([CH3:25])[CH3:24])=[O:7])([CH3:4])([CH3:3])[CH3:2].I[CH3:27]. The catalyst is [Ag]=O. The product is [C:1]([O:5][C:6]([N:8]1[C@@H:12]([C:13]#[C:14][CH:15]([C:17]2[CH:18]=[CH:19][C:20]([Cl:23])=[CH:21][CH:22]=2)[O:16][CH3:27])[CH2:11][O:10][C:9]1([CH3:25])[CH3:24])=[O:7])([CH3:4])([CH3:2])[CH3:3]. The yield is 0.760. (3) The reactants are [CH:1]([C:4]1[N:5]=[C:6]([CH2:9][CH2:10][C:11]2[CH:46]=[CH:45][N:14]3[C:15](=[O:44])[C:16]([C:30]4[N:34]([CH2:35][C:36]5[CH:41]=[CH:40][C:39]([O:42][CH3:43])=[CH:38][CH:37]=5)[N:33]=[N:32][N:31]=4)=[C:17](OS(C4C=CC(C)=CC=4)(=O)=O)[N:18]=[C:13]3[CH:12]=2)[S:7][CH:8]=1)([CH3:3])[CH3:2].[NH:47]1[CH2:52][CH2:51][O:50][CH2:49][CH2:48]1. The catalyst is O1CCCC1. The product is [CH:1]([C:4]1[N:5]=[C:6]([CH2:9][CH2:10][C:11]2[CH:46]=[CH:45][N:14]3[C:15](=[O:44])[C:16]([C:30]4[N:34]([CH2:35][C:36]5[CH:41]=[CH:40][C:39]([O:42][CH3:43])=[CH:38][CH:37]=5)[N:33]=[N:32][N:31]=4)=[C:17]([N:47]4[CH2:52][CH2:51][O:50][CH2:49][CH2:48]4)[N:18]=[C:13]3[CH:12]=2)[S:7][CH:8]=1)([CH3:3])[CH3:2]. The yield is 0.590. (4) The catalyst is CC(N(C)C)=O. The product is [Cl:1][C:2]1[C:3]([C:9]([OH:11])=[O:10])=[N:4][C:5]([N:12]2[CH2:17][CH2:16][O:15][CH2:14][CH2:13]2)=[CH:6][CH:7]=1. The yield is 0.530. The reactants are [Cl:1][C:2]1[C:3]([C:9]([OH:11])=[O:10])=[N:4][C:5](Cl)=[CH:6][CH:7]=1.[NH:12]1[CH2:17][CH2:16][O:15][CH2:14][CH2:13]1. (5) The reactants are [OH:1][CH2:2][CH:3]([N:5]1[C:13](=[O:14])[C:12]2[C:7](=[CH:8][CH:9]=[CH:10][CH:11]=2)[C:6]1=[O:15])[CH3:4].C1(P(C2C=CC=CC=2)C2C=CC=CC=2)C=CC=CC=1.[CH2:35]([C:37]1[CH:42]=[CH:41][CH:40]=[CH:39][C:38]=1O)[CH3:36].N(C(OCC)=O)=NC(OCC)=O. The catalyst is O1CCCC1. The product is [CH2:35]([C:37]1[CH:42]=[CH:41][CH:40]=[CH:39][C:38]=1[O:1][CH2:2][CH:3]([N:5]1[C:13](=[O:14])[C:12]2[C:7](=[CH:8][CH:9]=[CH:10][CH:11]=2)[C:6]1=[O:15])[CH3:4])[CH3:36]. The yield is 0.400. (6) The reactants are [CH3:1][O:2][C:3]1[CH:46]=[CH:45][C:6]([CH2:7][N:8]([CH2:36][C:37]2[CH:42]=[CH:41][C:40]([O:43][CH3:44])=[CH:39][CH:38]=2)[C:9]2[N:14]=[C:13]([CH3:15])[N:12]=[C:11]([C:16]3[CH:17]=[C:18]([CH2:31][NH:32][CH2:33][CH2:34][OH:35])[CH:19]=[N:20][C:21]=3[NH:22][C:23]3[CH:24]=[N:25][C:26]([O:29][CH3:30])=[CH:27][CH:28]=3)[N:10]=2)=[CH:5][CH:4]=1.[Cl:47][CH2:48][C:49](Cl)=[O:50].C(N(CC)CC)C.C([O-])([O-])=O.[K+].[K+]. The catalyst is C1COCC1.O.CO. The product is [CH3:44][O:43][C:40]1[CH:39]=[CH:38][C:37]([CH2:36][N:8]([CH2:7][C:6]2[CH:5]=[CH:4][C:3]([O:2][CH3:1])=[CH:46][CH:45]=2)[C:9]2[N:14]=[C:13]([CH3:15])[N:12]=[C:11]([C:16]3[CH:17]=[C:18]([CH2:31][N:32]([CH2:33][CH2:34][OH:35])[C:49](=[O:50])[CH2:48][Cl:47])[CH:19]=[N:20][C:21]=3[NH:22][C:23]3[CH:24]=[N:25][C:26]([O:29][CH3:30])=[CH:27][CH:28]=3)[N:10]=2)=[CH:42][CH:41]=1. The yield is 0.830. (7) The reactants are [NH2:1][C:2]1[CH:7]=[CH:6][CH:5]=[CH:4][CH:3]=1.[N:8]([O-])=O.[Na+].C([O-])(=O)C.[Na+].[C:17]([CH2:20][C:21](=[O:23])[CH3:22])(=[O:19])[CH3:18]. The catalyst is C(O)(=O)C.Cl.O.C(O)C. The product is [C:2]1([NH:1][N:8]=[C:20]([C:21](=[O:23])[CH3:22])[C:17](=[O:19])[CH3:18])[CH:7]=[CH:6][CH:5]=[CH:4][CH:3]=1. The yield is 0.670. (8) The reactants are [CH:1]1([C:4]([NH:6][C:7]2[C:15]3[C:10](=[N:11][CH:12]=[C:13]([O:30][CH2:31][CH2:32][O:33][CH3:34])[C:14]=3[N:16]3[CH2:21][CH2:20][CH2:19][C@@H:18]([NH:22]C(=O)OC(C)(C)C)[CH2:17]3)[NH:9][CH:8]=2)=[O:5])[CH2:3][CH2:2]1.[ClH:35]. The catalyst is CC(O)C. The product is [ClH:35].[NH2:22][C@@H:18]1[CH2:19][CH2:20][CH2:21][N:16]([C:14]2[C:13]([O:30][CH2:31][CH2:32][O:33][CH3:34])=[CH:12][N:11]=[C:10]3[NH:9][CH:8]=[C:7]([NH:6][C:4]([CH:1]4[CH2:2][CH2:3]4)=[O:5])[C:15]=23)[CH2:17]1. The yield is 0.907.